This data is from Forward reaction prediction with 1.9M reactions from USPTO patents (1976-2016). The task is: Predict the product of the given reaction. (1) Given the reactants [CH3:1][O:2][C:3]1[CH:8]=[CH:7][C:6]([C:9]2[C:17]([C:18](=[N:22][OH:23])[CH:19]([CH3:21])[CH3:20])=[C:12]3[CH:13]=[CH:14][CH:15]=[CH:16][N:11]3[N:10]=2)=[CH:5][CH:4]=1.C[Si]([N:28]=[C:29]=[O:30])(C)C.N1C=CC=CC=1, predict the reaction product. The product is: [C:29]([O:23][N:22]=[C:18]([C:17]1[C:9]([C:6]2[CH:7]=[CH:8][C:3]([O:2][CH3:1])=[CH:4][CH:5]=2)=[N:10][N:11]2[CH:16]=[CH:15][CH:14]=[CH:13][C:12]=12)[CH:19]([CH3:20])[CH3:21])(=[O:30])[NH2:28]. (2) Given the reactants [F:1][C:2]1[CH:7]=[CH:6][CH:5]=[CH:4][C:3]=1[S:8][CH2:9][C@H:10]([OH:40])[CH2:11][CH2:12][C@H:13]1[C@H:17]([OH:18])[CH2:16][C@H:15]([OH:19])[C@@H:14]1[CH2:20][CH2:21][CH2:22][CH2:23][CH2:24][CH2:25][C:26]([O:28]C(=O)[C@H](CCCNC(=N)N)N)=[O:27].[Cl-].[NH4+].Cl.[Cl-].[Na+], predict the reaction product. The product is: [F:1][C:2]1[CH:7]=[CH:6][CH:5]=[CH:4][C:3]=1[S:8][CH2:9][C@H:10]([OH:40])[CH2:11][CH2:12][C@H:13]1[C@H:17]([OH:18])[CH2:16][C@H:15]([OH:19])[C@@H:14]1[CH2:20][CH2:21][CH2:22][CH2:23][CH2:24][CH2:25][C:26]([OH:28])=[O:27]. (3) Given the reactants [CH3:1][O:2][C:3]1[CH:8]=[C:7]([CH3:9])[C:6]([S:10]([N:13]([CH3:21])[CH2:14][CH2:15][O:16][CH2:17][C:18]([OH:20])=O)(=[O:12])=[O:11])=[C:5]([CH3:22])[C:4]=1[CH3:23].[CH3:24][N:25]([CH:27]([C:35]1[CH:40]=[CH:39][CH:38]=[CH:37][CH:36]=1)[CH:28]1[CH2:33][CH2:32][CH:31]([NH2:34])[CH2:30][CH2:29]1)[CH3:26], predict the reaction product. The product is: [CH3:26][N:25]([CH:27]([C:35]1[CH:36]=[CH:37][CH:38]=[CH:39][CH:40]=1)[CH:28]1[CH2:29][CH2:30][CH:31]([NH:34][C:18](=[O:20])[CH2:17][O:16][CH2:15][CH2:14][N:13]([S:10]([C:6]2[C:7]([CH3:9])=[CH:8][C:3]([O:2][CH3:1])=[C:4]([CH3:23])[C:5]=2[CH3:22])(=[O:11])=[O:12])[CH3:21])[CH2:32][CH2:33]1)[CH3:24]. (4) Given the reactants Br[C:2]1[CH:3]=[CH:4][C:5]2[O:11][CH2:10][CH2:9][N:8]([C:12]([O:14][C:15]([CH3:18])([CH3:17])[CH3:16])=[O:13])[CH2:7][C:6]=2[CH:19]=1.[B:20]1([B:20]2[O:24][C:23]([CH3:26])([CH3:25])[C:22]([CH3:28])([CH3:27])[O:21]2)[O:24][C:23]([CH3:26])([CH3:25])[C:22]([CH3:28])([CH3:27])[O:21]1.C([O-])(=O)C.[K+].C(OCC)(=O)C, predict the reaction product. The product is: [CH3:27][C:22]1([CH3:28])[C:23]([CH3:26])([CH3:25])[O:24][B:20]([C:2]2[CH:3]=[CH:4][C:5]3[O:11][CH2:10][CH2:9][N:8]([C:12]([O:14][C:15]([CH3:18])([CH3:17])[CH3:16])=[O:13])[CH2:7][C:6]=3[CH:19]=2)[O:21]1. (5) Given the reactants [Cl:1][C:2]1[CH:7]=[CH:6][CH:5]=[CH:4][C:3]=1[CH:8]=[CH:9][C:10]1[N:11]([CH2:15][CH2:16][CH2:17][O:18][CH3:19])[CH:12]=[CH:13][CH:14]=1.[C:20]1(=[O:26])[NH:24][C:23](=[O:25])[CH:22]=[CH:21]1, predict the reaction product. The product is: [Cl:1][C:2]1[CH:7]=[CH:6][CH:5]=[CH:4][C:3]=1[CH:8]1[CH2:9][C:10]2[N:11]([CH2:15][CH2:16][CH2:17][O:18][CH3:19])[CH:12]=[CH:13][C:14]=2[CH:21]2[CH:22]1[C:23](=[O:25])[NH:24][C:20]2=[O:26]. (6) Given the reactants C(OC([N:8]1[CH2:13][CH2:12][N:11]([C:14]2[C:22]3[NH:21][C:20](=[O:23])[N:19]([CH2:24][C:25]4[CH:30]=[CH:29][CH:28]=[CH:27][CH:26]=4)[C:18]=3[CH:17]=[CH:16][CH:15]=2)[CH2:10][CH2:9]1)=O)(C)(C)C.C(O)C.[ClH:34], predict the reaction product. The product is: [ClH:34].[CH2:24]([N:19]1[C:18]2[CH:17]=[CH:16][CH:15]=[C:14]([N:11]3[CH2:12][CH2:13][NH:8][CH2:9][CH2:10]3)[C:22]=2[NH:21][C:20]1=[O:23])[C:25]1[CH:26]=[CH:27][CH:28]=[CH:29][CH:30]=1.